This data is from Reaction yield outcomes from USPTO patents with 853,638 reactions. The task is: Predict the reaction yield, written as a fraction of the theoretical maximum amount of product (1.0 means a 100% yield; for example, 0.34 means a 34% yield). (1) The reactants are Cl[C:2]1[CH:7]=[C:6]([O:8][C:9]2[CH:14]=[CH:13][C:12]([NH2:15])=[CH:11][C:10]=2[CH3:16])[CH:5]=[CH:4][N:3]=1.[N:17]1[N:18]=[CH:19][CH2:20][CH:21]=1.[C:22]([O-])([O-])=O.[Cs+].[Cs+]. The catalyst is CN(C=O)C.O.CCOC(C)=O.C1C=CC([P]([Pd]([P](C2C=CC=CC=2)(C2C=CC=CC=2)C2C=CC=CC=2)([P](C2C=CC=CC=2)(C2C=CC=CC=2)C2C=CC=CC=2)[P](C2C=CC=CC=2)(C2C=CC=CC=2)C2C=CC=CC=2)(C2C=CC=CC=2)C2C=CC=CC=2)=CC=1. The product is [CH3:16][C:10]1[CH:11]=[C:12]([NH2:15])[CH:13]=[CH:14][C:9]=1[O:8][C:6]1[CH:5]=[CH:4][N:3]=[C:2]([C:20]2[CH:21]=[N:17][N:18]([CH3:22])[CH:19]=2)[CH:7]=1. The yield is 0.880. (2) The reactants are [CH3:1][O:2][C:3]([C:5]1[N:6]([CH2:26][CH2:27][OH:28])[C:7]2[C:12]([C:13]=1[C:14]1[CH:19]=[CH:18][C:17]([O:20][CH3:21])=[CH:16][CH:15]=1)=[CH:11][C:10]([O:22][CH3:23])=[C:9]([O:24][CH3:25])[CH:8]=2)=[O:4].[S:29](Cl)([C:32]1[CH:38]=[CH:37][C:35]([CH3:36])=[CH:34][CH:33]=1)(=[O:31])=[O:30]. The catalyst is ClCCl. The product is [CH3:1][O:2][C:3]([C:5]1[N:6]([CH2:26][CH2:27][O:28][S:29]([C:32]2[CH:38]=[CH:37][C:35]([CH3:36])=[CH:34][CH:33]=2)(=[O:31])=[O:30])[C:7]2[C:12]([C:13]=1[C:14]1[CH:15]=[CH:16][C:17]([O:20][CH3:21])=[CH:18][CH:19]=1)=[CH:11][C:10]([O:22][CH3:23])=[C:9]([O:24][CH3:25])[CH:8]=2)=[O:4]. The yield is 0.750. (3) The reactants are [CH3:1][C:2]1[CH:7]=[CH:6][CH:5]=[C:4]([C:8]2[N:9]([C:18]3[CH:23]=[CH:22][C:21]([S:24]([CH3:27])(=[O:26])=[O:25])=[CH:20][CH:19]=3)[CH2:10][C:11](O)([C:13]([F:16])([F:15])[F:14])[N:12]=2)[N:3]=1.O.C1(C)C=CC(S(O)(=O)=O)=CC=1. The catalyst is C1(C)C=CC=CC=1. The product is [CH3:1][C:2]1[CH:7]=[CH:6][CH:5]=[C:4]([C:8]2[N:9]([C:18]3[CH:23]=[CH:22][C:21]([S:24]([CH3:27])(=[O:26])=[O:25])=[CH:20][CH:19]=3)[CH:10]=[C:11]([C:13]([F:15])([F:16])[F:14])[N:12]=2)[N:3]=1. The yield is 0.380. (4) The product is [Br:1][C:2]1[CH:7]=[CH:6][C:5]([CH:8]([O:10][C:15]2[CH:20]=[CH:19][N:18]=[CH:17][N:16]=2)[CH3:9])=[CH:4][CH:3]=1. The reactants are [Br:1][C:2]1[CH:7]=[CH:6][C:5]([CH:8]([OH:10])[CH3:9])=[CH:4][CH:3]=1.[H-].[Na+].Cl.Cl[C:15]1[CH:20]=[CH:19][N:18]=[CH:17][N:16]=1. The yield is 0.860. The catalyst is CN(C)C=O.